Dataset: Reaction yield outcomes from USPTO patents with 853,638 reactions. Task: Predict the reaction yield, written as a fraction of the theoretical maximum amount of product (1.0 means a 100% yield; for example, 0.34 means a 34% yield). (1) The reactants are [CH2:1]([O:8][C@@H:9]1[C@@H:14]([O:15][CH2:16][C:17]2[CH:22]=[CH:21][CH:20]=[CH:19][CH:18]=2)[CH:13]=C[O:11][C@H:10]1[CH3:23])[C:2]1[CH:7]=[CH:6][CH:5]=[CH:4][CH:3]=1.C([O-])(O)=[O:25].[Na+].C(=O)=O.CC(C)=O.O=[O+][O-].O=O.CSC.[Li+].[OH-]. The catalyst is C(Cl)Cl.CO.C1COCC1.O. The product is [CH2:16]([O:15][C@@H:14]1[C@@H:9]([O:8][CH2:1][C:2]2[CH:3]=[CH:4][CH:5]=[CH:6][CH:7]=2)[C@H:10]([CH3:23])[O:11][CH:13]1[OH:25])[C:17]1[CH:18]=[CH:19][CH:20]=[CH:21][CH:22]=1. The yield is 0.800. (2) The reactants are [Cl:1][C:2]1[CH:29]=[N:28][C:5]2=[N:6][C:7]([N:12]3[CH2:20][CH:19]4[CH:14]([N:15]([C:21]([O:23][C:24]([CH3:27])([CH3:26])[CH3:25])=[O:22])[CH2:16][CH2:17][CH2:18]4)[CH2:13]3)=[C:8]([NH:10][NH2:11])[N:9]=[C:4]2[CH:3]=1.[CH:30](OC)(OC)OC. No catalyst specified. The product is [Cl:1][C:2]1[CH:29]=[N:28][C:5]2[N:6]=[C:7]([N:12]3[CH2:20][CH:19]4[CH:14]([N:15]([C:21]([O:23][C:24]([CH3:25])([CH3:26])[CH3:27])=[O:22])[CH2:16][CH2:17][CH2:18]4)[CH2:13]3)[C:8]3[N:9]([CH:30]=[N:11][N:10]=3)[C:4]=2[CH:3]=1. The yield is 0.460.